From a dataset of Forward reaction prediction with 1.9M reactions from USPTO patents (1976-2016). Predict the product of the given reaction. (1) Given the reactants Br[C:2]1[C:7](=[O:8])[N:6]2[CH:9]=[CH:10][CH:11]=[CH:12][C:5]2=[N:4][C:3]=1[CH:13]([CH3:15])[CH3:14].BrC1C(=O)N2C=CC=CC2=NC=1CCCC.[Cl:32][C:33]1[CH:38]=[CH:37][C:36](B(O)O)=[CH:35][CH:34]=1.COC1C=CC(B(O)O)=CC=1, predict the reaction product. The product is: [Cl:32][C:33]1[CH:38]=[CH:37][C:36]([C:2]2[C:7](=[O:8])[N:6]3[CH:9]=[CH:10][CH:11]=[CH:12][C:5]3=[N:4][C:3]=2[CH:13]([CH3:15])[CH3:14])=[CH:35][CH:34]=1. (2) Given the reactants F[C:2]1[CH:7]=[C:6]([C:8]2[N:9]([CH2:22][CH2:23][O:24][CH3:25])[C:10]([S:20][CH3:21])=[N:11][C:12]=2[C:13]2[CH:18]=[CH:17][C:16]([F:19])=[CH:15][CH:14]=2)[CH:5]=[CH:4][N:3]=1.[CH2:26]([N:33]1[CH2:38][CH2:37][CH:36]([NH2:39])[CH2:35][CH2:34]1)[C:27]1[CH:32]=[CH:31][CH:30]=[CH:29][CH:28]=1, predict the reaction product. The product is: [CH2:26]([N:33]1[CH2:38][CH2:37][CH:36]([NH:39][C:2]2[CH:7]=[C:6]([C:8]3[N:9]([CH2:22][CH2:23][O:24][CH3:25])[C:10]([S:20][CH3:21])=[N:11][C:12]=3[C:13]3[CH:18]=[CH:17][C:16]([F:19])=[CH:15][CH:14]=3)[CH:5]=[CH:4][N:3]=2)[CH2:35][CH2:34]1)[C:27]1[CH:28]=[CH:29][CH:30]=[CH:31][CH:32]=1. (3) Given the reactants [Br:1][C:2]1[CH:7]=[CH:6][C:5](Br)=[CH:4][N:3]=1.C([Mg]Cl)(C)C.[CH3:14][S:15](Cl)(=[O:17])=[O:16], predict the reaction product. The product is: [Br:1][C:2]1[CH:7]=[CH:6][C:5]([S:15]([CH3:14])(=[O:17])=[O:16])=[CH:4][N:3]=1. (4) Given the reactants [CH:1]1([C:6]([N:8]2[CH2:13][CH:12]([C:14]3[CH:19]=[CH:18][C:17]([CH2:20][CH3:21])=[CH:16][CH:15]=3)[CH2:11][CH:10]([C:22]([OH:24])=O)[CH2:9]2)=[O:7])[CH2:5][CH2:4][CH2:3][CH2:2]1.O[N:26]=[C:27]([C:29]1[CH:30]=[N:31][CH:32]=[CH:33][CH:34]=1)[NH2:28], predict the reaction product. The product is: [CH:1]1([C:6]([N:8]2[CH2:13][CH:12]([C:14]3[CH:15]=[CH:16][C:17]([CH2:20][CH3:21])=[CH:18][CH:19]=3)[CH2:11][CH:10]([C:22]3[O:24][N:28]=[C:27]([C:29]4[CH:30]=[N:31][CH:32]=[CH:33][CH:34]=4)[N:26]=3)[CH2:9]2)=[O:7])[CH2:2][CH2:3][CH2:4][CH2:5]1. (5) Given the reactants Cl[C:2]1[N:3]=[C:4]([CH2:22][CH2:23][CH3:24])[C:5]([CH2:8][C:9]2[N:13]([C:14]3[N:21]=[CH:20][CH:19]=[CH:18][C:15]=3[C:16]#[N:17])[N:12]=[CH:11][CH:10]=2)=[N:6][CH:7]=1.C([O-])([O-])=O.[Na+].[Na+], predict the reaction product. The product is: [CH2:22]([C:4]1[C:5]([CH2:8][C:9]2[N:13]([C:14]3[N:21]=[CH:20][CH:19]=[CH:18][C:15]=3[C:16]#[N:17])[N:12]=[CH:11][CH:10]=2)=[N:6][CH:7]=[C:2]([C:19]2[CH:20]=[N:21][CH:14]=[CH:15][CH:18]=2)[N:3]=1)[CH2:23][CH3:24]. (6) The product is: [CH3:1][C:2]1[CH:11]=[C:10]([CH3:12])[CH:9]=[C:8]2[C:3]=1[CH2:4][CH2:5][CH2:6][CH:7]2[NH2:13]. Given the reactants [CH3:1][C:2]1[CH:11]=[C:10]([CH3:12])[CH:9]=[C:8]2[C:3]=1[CH2:4][CH2:5][CH2:6][C:7]2=[N:13]O, predict the reaction product. (7) Given the reactants Br.Br[CH2:3][C:4]([C:6]1[CH:11]=[CH:10][N:9]=[CH:8][CH:7]=1)=O.[CH3:12][C:13]1[CH:14]=[C:15]([NH:20][C:21]([NH2:23])=[S:22])[CH:16]=[CH:17][C:18]=1[CH3:19].N, predict the reaction product. The product is: [CH3:12][C:13]1[CH:14]=[C:15]([NH:20][C:21]2[S:22][CH:3]=[C:4]([C:6]3[CH:11]=[CH:10][N:9]=[CH:8][CH:7]=3)[N:23]=2)[CH:16]=[CH:17][C:18]=1[CH3:19]. (8) Given the reactants Cl[C:2]1[N:7]=[C:6]([NH:8][C@@H:9]([C:15]([CH3:18])([CH3:17])[CH3:16])[CH2:10][S:11]([CH3:14])(=[O:13])=[O:12])[C:5]([F:19])=[CH:4][N:3]=1.[F:20][C:21]1[CH:22]=[C:23]2[C:29](B3OC(C)(C)C(C)(C)O3)=[CH:28][N:27]([S:39]([C:42]3[CH:47]=[CH:46][C:45]([CH3:48])=[CH:44][CH:43]=3)(=[O:41])=[O:40])[C:24]2=[N:25][CH:26]=1.[O-]P([O-])([O-])=O.[K+].[K+].[K+], predict the reaction product. The product is: [CH3:16][C:15]([CH3:18])([CH3:17])[C@H:9]([NH:8][C:6]1[C:5]([F:19])=[CH:4][N:3]=[C:2]([C:29]2[C:23]3[C:24](=[N:25][CH:26]=[C:21]([F:20])[CH:22]=3)[N:27]([S:39]([C:42]3[CH:47]=[CH:46][C:45]([CH3:48])=[CH:44][CH:43]=3)(=[O:40])=[O:41])[CH:28]=2)[N:7]=1)[CH2:10][S:11]([CH3:14])(=[O:13])=[O:12]. (9) Given the reactants [CH3:1][CH:2]([CH3:39])[C@H:3]([NH:34][C:35](=[O:38])[O:36][CH3:37])[C:4](=[O:33])[N:5]1[CH2:9][CH2:8][CH2:7][C@H:6]1[C:10]1[NH:11][C:12]([C:15]2[CH:20]=[CH:19][C:18](B3OC(C)(C)C(C)(C)O3)=[C:17]([C:30]#[C:31][CH3:32])[CH:16]=2)=[CH:13][N:14]=1.Br[C:41]1[CH:42]=[C:43]2[C:66](=[CH:67][CH:68]=1)[C:47]1[NH:48][C:49]([C@@H:51]3[CH2:55][C@H:54]([CH2:56][O:57][CH3:58])[CH2:53][N:52]3[C:59]([O:61][C:62]([CH3:65])([CH3:64])[CH3:63])=[O:60])=[N:50][C:46]=1[CH:45]=[CH:44]2.C([O-])([O-])=O.[K+].[K+], predict the reaction product. The product is: [CH3:37][O:36][C:35]([NH:34][C@@H:3]([CH:2]([CH3:39])[CH3:1])[C:4]([N:5]1[CH2:9][CH2:8][CH2:7][C@H:6]1[C:10]1[NH:11][C:12]([C:15]2[CH:20]=[CH:19][C:18]([C:42]3[CH:41]=[C:68]4[C:45](=[CH:44][CH:43]=3)[C:46]3[NH:50][C:49]([C@@H:51]5[CH2:55][C@H:54]([CH2:56][O:57][CH3:58])[CH2:53][N:52]5[C:59]([O:61][C:62]([CH3:63])([CH3:64])[CH3:65])=[O:60])=[N:48][C:47]=3[CH:66]=[CH:67]4)=[C:17]([C:30]#[C:31][CH3:32])[CH:16]=2)=[CH:13][N:14]=1)=[O:33])=[O:38]. (10) Given the reactants C(OC([N:8]1[CH2:12][CH2:11][C:10]2([CH2:17][CH2:16][CH2:15][N:14]([C:18]3[CH:23]=[C:22]([C:24]#N)[CH:21]=[CH:20][C:19]=3[NH2:26])[CH2:13]2)C1)=O)(C)(C)C.[S:27]1[CH:31]=[CH:30][CH:29]=[C:28]1[C:32]1[S:33][CH:34]=[C:35]([C:37]([OH:39])=O)[N:36]=1.C(N(CC)C(C)C)(C)C.C[N:50]([CH:52]=[O:53])C, predict the reaction product. The product is: [NH2:8][CH2:12][CH2:11][CH:10]1[CH2:17][CH2:16][CH2:15][N:14]([C:18]2[CH:23]=[C:22]([CH2:24][C:52](=[O:53])[NH2:50])[CH:21]=[CH:20][C:19]=2[NH:26][C:37]([C:35]2[N:36]=[C:32]([C:28]3[S:27][CH:31]=[CH:30][CH:29]=3)[S:33][CH:34]=2)=[O:39])[CH2:13]1.